From a dataset of Retrosynthesis with 50K atom-mapped reactions and 10 reaction types from USPTO. Predict the reactants needed to synthesize the given product. (1) Given the product CS(=O)(=O)c1cc(C(=O)N(CC(F)F)c2cnccc2-c2ccccc2F)cc(C(F)(F)F)c1, predict the reactants needed to synthesize it. The reactants are: CS(=O)(=O)c1cc(C(=O)O)cc(C(F)(F)F)c1.Fc1ccccc1-c1ccncc1NCC(F)F. (2) Given the product O=c1oc2c(I)c(O)ccc2c(Cc2ccc(OCCN3CCCC3)cc2)c1-c1ccc(Cl)cc1Cl, predict the reactants needed to synthesize it. The reactants are: C1CCNC1.O=c1oc2c(I)c(O)ccc2c(Cc2ccc(OCCBr)cc2)c1-c1ccc(Cl)cc1Cl. (3) Given the product COc1cc2c(cc1Cl)N(C)CC(C(=O)N1CCN(Cc3ccc(F)cc3)C[C@H]1C)O2, predict the reactants needed to synthesize it. The reactants are: COc1cc2c(cc1Cl)N(C)CC(C(=O)O)O2.C[C@@H]1CN(Cc2ccc(F)cc2)CCN1. (4) The reactants are: CCBr.Cc1c(N)cccc1Cl. Given the product CCNc1cccc(Cl)c1C, predict the reactants needed to synthesize it. (5) The reactants are: CC(C)(C)OC(=O)NC(CC(=O)O)c1ccccc1. Given the product CC(C)(C)OC(=O)NC(CCO)c1ccccc1, predict the reactants needed to synthesize it.